Dataset: Reaction yield outcomes from USPTO patents with 853,638 reactions. Task: Predict the reaction yield, written as a fraction of the theoretical maximum amount of product (1.0 means a 100% yield; for example, 0.34 means a 34% yield). (1) The reactants are Br[C:2]1[C:10]2[C:5](=[CH:6][CH:7]=[C:8]([C:11]#[N:12])[CH:9]=2)[N:4]([CH:13]2[CH2:18][CH2:17][CH2:16][CH2:15][O:14]2)[N:3]=1.[OH:19][C:20]1[CH:21]=[C:22](B(O)O)[CH:23]=[CH:24][CH:25]=1.[O-]P([O-])([O-])=O.[K+].[K+].[K+]. The catalyst is COCCOC.CCOC(C)=O.C1C=CC(P(C2C=CC=CC=2)[C-]2C=CC=C2)=CC=1.C1C=CC(P(C2C=CC=CC=2)[C-]2C=CC=C2)=CC=1.Cl[Pd]Cl.[Fe+2]. The product is [OH:19][C:20]1[CH:25]=[C:24]([C:2]2[C:10]3[C:5](=[CH:6][CH:7]=[C:8]([C:11]#[N:12])[CH:9]=3)[N:4]([CH:13]3[CH2:18][CH2:17][CH2:16][CH2:15][O:14]3)[N:3]=2)[CH:23]=[CH:22][CH:21]=1. The yield is 0.740. (2) The reactants are [F:1][C:2]1[CH:7]=[C:6]([CH2:8][C:9]([C:11]2[CH:16]=[CH:15][N:14]=[CH:13][CH:12]=2)=[O:10])[CH:5]=[CH:4][N:3]=1.[Br:17]Br. The catalyst is C(O)(=O)C.C(OCC)(=O)C. The product is [BrH:17].[Br:17][CH:8]([C:6]1[CH:5]=[CH:4][N:3]=[C:2]([F:1])[CH:7]=1)[C:9]([C:11]1[CH:16]=[CH:15][N:14]=[CH:13][CH:12]=1)=[O:10]. The yield is 1.00. (3) The yield is 0.704. The product is [NH2:1][C:2]1[C:7]2=[C:8]([C:27]3[CH:32]=[CH:31][C:30]([NH:33][C:34]([NH:35][C:36]4[CH:41]=[C:40]([C:42]([F:45])([F:43])[F:44])[CH:39]=[CH:38][C:37]=4[F:46])=[O:47])=[C:29]([F:48])[CH:28]=3)[C:9]([CH2:24][O:25][CH3:26])=[C:10]([CH:11]3[CH2:16][CH2:15][NH:14][CH2:13][CH2:12]3)[N:6]2[N:5]=[CH:4][N:3]=1. The reactants are [NH2:1][C:2]1[C:7]2=[C:8]([C:27]3[CH:32]=[CH:31][C:30]([NH:33][C:34](=[O:47])[NH:35][C:36]4[CH:41]=[C:40]([C:42]([F:45])([F:44])[F:43])[CH:39]=[CH:38][C:37]=4[F:46])=[C:29]([F:48])[CH:28]=3)[C:9]([CH2:24][O:25][CH3:26])=[C:10]([CH:11]3[CH2:16][CH2:15][N:14](C(OC(C)(C)C)=O)[CH2:13][CH2:12]3)[N:6]2[N:5]=[CH:4][N:3]=1.FC(F)(F)C(O)=O. The catalyst is C(Cl)Cl.